From a dataset of Catalyst prediction with 721,799 reactions and 888 catalyst types from USPTO. Predict which catalyst facilitates the given reaction. (1) Reactant: [CH3:1][C:2]1[N:3]=[C:4]([C:8]2[CH:9]=[CH:10][C:11]([O:14][CH2:15][CH2:16][CH2:17][O:18][C:19]3[CH:20]=[C:21]4[C:25](=[CH:26][CH:27]=3)[C@H:24]([CH2:28][C:29]([O:31]CC)=[O:30])[CH2:23][CH2:22]4)=[N:12][CH:13]=2)[S:5][C:6]=1[CH3:7].[Li+].[OH-]. Product: [CH3:1][C:2]1[N:3]=[C:4]([C:8]2[CH:9]=[CH:10][C:11]([O:14][CH2:15][CH2:16][CH2:17][O:18][C:19]3[CH:20]=[C:21]4[C:25](=[CH:26][CH:27]=3)[C@H:24]([CH2:28][C:29]([OH:31])=[O:30])[CH2:23][CH2:22]4)=[N:12][CH:13]=2)[S:5][C:6]=1[CH3:7]. The catalyst class is: 87. (2) Reactant: [H-].[Na+].[C:3]1([OH:9])[CH:8]=[CH:7][CH:6]=[CH:5][CH:4]=1.Cl[C:11]1[CH:20]=[N:19][C:18]2[C:13](=[C:14]([Cl:21])[CH:15]=[CH:16][CH:17]=2)[N:12]=1. Product: [Cl:21][C:14]1[CH:15]=[CH:16][CH:17]=[C:18]2[C:13]=1[N:12]=[C:11]([O:9][C:3]1[CH:8]=[CH:7][CH:6]=[CH:5][CH:4]=1)[CH:20]=[N:19]2. The catalyst class is: 1. (3) Reactant: [Cl:1][C:2]1[N:7]=[C:6](Cl)[CH:5]=[CH:4][N:3]=1.Cl.[CH3:10][O:11][C:12](=[O:22])[CH:13]([CH2:15][C:16]1[CH:21]=[CH:20][CH:19]=[CH:18][CH:17]=1)[NH2:14].C(N(CC)C(C)C)(C)C. Product: [Cl:1][C:2]1[N:7]=[C:6]([NH:14][C@H:13]([C:12]([O:11][CH3:10])=[O:22])[CH2:15][C:16]2[CH:21]=[CH:20][CH:19]=[CH:18][CH:17]=2)[CH:5]=[CH:4][N:3]=1. The catalyst class is: 8. (4) Reactant: C[O:2][C:3]([C:5]1([N:8]2[C:12]3[N:13]=[CH:14][N:15]=[CH:16][C:11]=3[CH:10]=[CH:9]2)[CH2:7][CH2:6]1)=O.[BH4-].[Na+]. Product: [N:13]1[C:12]2[N:8]([C:5]3([CH2:3][OH:2])[CH2:6][CH2:7]3)[CH:9]=[CH:10][C:11]=2[CH:16]=[N:15][CH:14]=1. The catalyst class is: 8. (5) Reactant: CN(C=O)C.CO[C:8](=[O:43])[N:9]=[C:10](SC)[C:11]([C:28]1[C:29]([F:40])=[C:30]2[C:35](=[C:36]([O:38][CH3:39])[CH:37]=1)[O:34][CH2:33][CH2:32][CH2:31]2)=[N:12][C:13]1[CH:18]=[CH:17][C:16]([C:19]2[N:23]=[C:22]([C:24]([F:27])([F:26])[F:25])[O:21][N:20]=2)=[CH:15][CH:14]=1.[CH2:44]([O:46][C:47]([C:49]1[S:53][CH:52]=[N:51][C:50]=1[NH:54][NH2:55])=[O:48])[CH3:45]. Product: [CH2:44]([O:46][C:47]([C:49]1[S:53][CH:52]=[N:51][C:50]=1[N:54]1[C:8](=[O:43])[NH:9][C:10]([CH:11]([C:28]2[C:29]([F:40])=[C:30]3[C:35](=[C:36]([O:38][CH3:39])[CH:37]=2)[O:34][CH2:33][CH2:32][CH2:31]3)[NH:12][C:13]2[CH:18]=[CH:17][C:16]([C:19]3[N:23]=[C:22]([C:24]([F:27])([F:26])[F:25])[O:21][N:20]=3)=[CH:15][CH:14]=2)=[N:55]1)=[O:48])[CH3:45]. The catalyst class is: 66. (6) Reactant: [OH-].[K+].[Cl:3][C:4]1[CH:12]=[CH:11][CH:10]=[C:9]2[C:5]=1[CH:6]=[CH:7][NH:8]2.Cl[CH2:14][C:15]1[N:16]=[CH:17][N:18]([C:20]([C:33]2[CH:38]=[CH:37][CH:36]=[CH:35][CH:34]=2)([C:27]2[CH:32]=[CH:31][CH:30]=[CH:29][CH:28]=2)[C:21]2[CH:26]=[CH:25][CH:24]=[CH:23][CH:22]=2)[CH:19]=1. Product: [Cl:3][C:4]1[CH:12]=[CH:11][CH:10]=[C:9]2[C:5]=1[CH:6]=[CH:7][N:8]2[CH2:14][C:15]1[N:16]=[CH:17][N:18]([C:20]([C:21]2[CH:26]=[CH:25][CH:24]=[CH:23][CH:22]=2)([C:27]2[CH:28]=[CH:29][CH:30]=[CH:31][CH:32]=2)[C:33]2[CH:38]=[CH:37][CH:36]=[CH:35][CH:34]=2)[CH:19]=1. The catalyst class is: 58.